This data is from Forward reaction prediction with 1.9M reactions from USPTO patents (1976-2016). The task is: Predict the product of the given reaction. (1) Given the reactants [C:1]1([C:31]2[CH:36]=[CH:35][CH:34]=[CH:33][CH:32]=2)[CH:6]=[CH:5][C:4]([C:7]([N:9]2[CH2:14][CH2:13][N:12]([C:15]3[C:16]4[CH:28]=[C:27]([CH2:29][CH3:30])[S:26][C:17]=4[N:18]=[C:19]([NH:21][CH2:22][CH2:23][CH:24]=[O:25])[N:20]=3)[CH2:11][CH2:10]2)=[O:8])=[CH:3][CH:2]=1.ClC1C=C(C=CC=1)C(OO)=[O:42], predict the reaction product. The product is: [C:1]1([C:31]2[CH:32]=[CH:33][CH:34]=[CH:35][CH:36]=2)[CH:6]=[CH:5][C:4]([C:7]([N:9]2[CH2:14][CH2:13][N:12]([C:15]3[C:16]4[CH:28]=[C:27]([CH2:29][CH3:30])[S:26][C:17]=4[N:18]=[C:19]([NH:21][CH2:22][CH2:23][C:24]([OH:42])=[O:25])[N:20]=3)[CH2:11][CH2:10]2)=[O:8])=[CH:3][CH:2]=1. (2) Given the reactants N1C=CN=C1N[C:7]([C:9]1[C:17]2[N:16]=[C:15]([NH:18][C:19]([C:21]3[N:22]=[CH:23][C:24]4[C:29]([CH:30]=3)=[CH:28][CH:27]=[CH:26][CH:25]=4)=[O:20])[NH:14][C:13]=2[CH:12]=[CH:11][CH:10]=1)=[O:8].CN(C(ON1N=NC2C=CC=CC1=2)=[N+](C)C)C.F[P-](F)(F)(F)(F)F.[CH3:55][S:56]([C:59]1[CH:66]=[CH:65][C:62]([CH2:63][NH2:64])=[CH:61][CH:60]=1)(=[O:58])=[O:57], predict the reaction product. The product is: [CH3:55][S:56]([C:59]1[CH:66]=[CH:65][C:62]([CH2:63][NH:64][C:7]([C:9]2[C:17]3[N:16]=[C:15]([NH:18][C:19]([C:21]4[N:22]=[CH:23][C:24]5[C:29]([CH:30]=4)=[CH:28][CH:27]=[CH:26][CH:25]=5)=[O:20])[NH:14][C:13]=3[CH:12]=[CH:11][CH:10]=2)=[O:8])=[CH:61][CH:60]=1)(=[O:57])=[O:58]. (3) Given the reactants Br[C:2]1[CH:9]=[CH:8][CH:7]=[C:6]([O:10][CH3:11])[C:3]=1[C:4]#[N:5].[CH:12]([C:14]1[CH:15]=[C:16](B(O)O)[CH:17]=[CH:18][CH:19]=1)=[O:13], predict the reaction product. The product is: [CH:12]([C:14]1[CH:19]=[C:18]([C:2]2[C:3]([C:4]#[N:5])=[C:6]([O:10][CH3:11])[CH:7]=[CH:8][CH:9]=2)[CH:17]=[CH:16][CH:15]=1)=[O:13]. (4) Given the reactants [CH2:1]([O:8][C:9]1[C:18]([N+:19]([O-])=O)=[C:17]([NH2:22])[C:16]2[C:11](=[CH:12][CH:13]=[CH:14][CH:15]=2)[N:10]=1)[C:2]1[CH:7]=[CH:6][CH:5]=[CH:4][CH:3]=1.[CH2:23]([O:30][C:31]1[C:40]([N+:41]([O-])=O)=[C:39]([NH2:44])[C:38]2[C:33](=[CH:34][CH:35]=[CH:36][N:37]=2)[N:32]=1)[C:24]1[CH:29]=[CH:28][CH:27]=[CH:26][CH:25]=1, predict the reaction product. The product is: [CH2:1]([O:8][C:9]1[C:18]([NH2:19])=[C:17]([NH2:22])[C:16]2[C:11](=[CH:12][CH:13]=[CH:14][CH:15]=2)[N:10]=1)[C:2]1[CH:7]=[CH:6][CH:5]=[CH:4][CH:3]=1.[CH2:23]([O:30][C:31]1[C:40]([NH2:41])=[C:39]([NH2:44])[C:38]2[C:33](=[CH:34][CH:35]=[CH:36][N:37]=2)[N:32]=1)[C:24]1[CH:29]=[CH:28][CH:27]=[CH:26][CH:25]=1. (5) Given the reactants Br[CH:2]1[CH2:10][C:9]2[C:4](=[CH:5][CH:6]=[CH:7][CH:8]=2)[C:3]1=O.[CH2:12]1[CH:19]2[C:15]3([C:21]([NH:23][C:24]([NH:26][CH2:27][CH2:28][O:29][CH3:30])=[S:25])=[O:22])[CH2:16][CH:17]([CH2:20][CH:13]1[CH2:14]3)[CH2:18]2, predict the reaction product. The product is: [CH3:30][O:29][CH2:28][CH2:27][N:26]1[C:3]2[C:4]3[CH:5]=[CH:6][CH:7]=[CH:8][C:9]=3[CH2:10][C:2]=2[S:25]/[C:24]/1=[N:23]\[C:21]([C:15]12[CH2:16][CH:17]3[CH2:20][CH:13]([CH2:12][CH:19]1[CH2:18]3)[CH2:14]2)=[O:22]. (6) The product is: [Cl:1][C:2]1[N:7]=[CH:6][N:5]=[C:4]([O:8][C:9]2[C:15]([CH3:16])=[CH:14][C:12]([NH:13][C:27]([NH:26][C:22]3[CH:23]=[CH:24][CH:25]=[C:20]([C:19]([F:18])([F:29])[F:30])[CH:21]=3)=[O:28])=[CH:11][C:10]=2[CH3:17])[CH:3]=1. Given the reactants [Cl:1][C:2]1[N:7]=[CH:6][N:5]=[C:4]([O:8][C:9]2[C:15]([CH3:16])=[CH:14][C:12]([NH2:13])=[CH:11][C:10]=2[CH3:17])[CH:3]=1.[F:18][C:19]([F:30])([F:29])[C:20]1[CH:21]=[C:22]([N:26]=[C:27]=[O:28])[CH:23]=[CH:24][CH:25]=1.CO, predict the reaction product. (7) Given the reactants [CH3:1][N:2]([CH3:29])[S:3]([N:6]1[CH2:11][CH2:10][N:9]([CH2:12][C:13]2[S:21][C:20]3[C:19]([N:22]4[CH2:27][CH2:26][O:25][CH2:24][CH2:23]4)=[N:18][C:17](Cl)=[N:16][C:15]=3[CH:14]=2)[CH2:8][CH2:7]1)(=[O:5])=[O:4].[CH3:30][O:31][C:32]1[N:37]=[C:36]([O:38][CH3:39])[C:35](B(O)O)=[CH:34][N:33]=1, predict the reaction product. The product is: [CH3:30][O:31][C:32]1[N:37]=[C:36]([O:38][CH3:39])[C:35]([C:17]2[N:18]=[C:19]([N:22]3[CH2:27][CH2:26][O:25][CH2:24][CH2:23]3)[C:20]3[S:21][C:13]([CH2:12][N:9]4[CH2:10][CH2:11][N:6]([S:3]([N:2]([CH3:29])[CH3:1])(=[O:5])=[O:4])[CH2:7][CH2:8]4)=[CH:14][C:15]=3[N:16]=2)=[CH:34][N:33]=1.